Predict the product of the given reaction. From a dataset of Forward reaction prediction with 1.9M reactions from USPTO patents (1976-2016). (1) Given the reactants C([Li])CCC.Br[C:7]1[CH:12]=[CH:11][CH:10]=[C:9]([Br:13])[CH:8]=1.[F:14][C:15]([F:25])([F:24])[C:16]1[C:17]([CH:22]=[O:23])=[N:18][CH:19]=[CH:20][CH:21]=1.C(O)(=O)CC(CC(O)=O)(C(O)=O)O, predict the reaction product. The product is: [Br:13][C:9]1[CH:8]=[C:7]([CH:22]([C:17]2[C:16]([C:15]([F:25])([F:14])[F:24])=[CH:21][CH:20]=[CH:19][N:18]=2)[OH:23])[CH:12]=[CH:11][CH:10]=1. (2) The product is: [F:32][CH:2]([F:1])[C:3]1[C:4]([C:26]2[CH:27]=[N:28][N:29]([CH3:31])[CH:30]=2)=[CH:5][C:6]([F:25])=[C:7]([CH:8]=1)[NH:9][C:10]1[C:14]2[CH2:15][N:16]([C:34]([NH:33][CH3:38])=[O:46])[CH2:17][CH2:18][C:13]=2[N:12]([CH:19]2[CH2:20][CH2:21][O:22][CH2:23][CH2:24]2)[N:11]=1. Given the reactants [F:1][CH:2]([F:32])[C:3]1[C:4]([C:26]2[CH:27]=[N:28][N:29]([CH3:31])[CH:30]=2)=[CH:5][C:6]([F:25])=[C:7]([NH:9][C:10]2[C:14]3[CH2:15][NH:16][CH2:17][CH2:18][C:13]=3[N:12]([CH:19]3[CH2:24][CH2:23][O:22][CH2:21][CH2:20]3)[N:11]=2)[CH:8]=1.[N:33]1[CH:38]=CC=C[CH:34]=1.C1C([N+]([O-])=[O:46])=CC=C([Cl-]C([O-])=O)C=1.CN.C1COCC1, predict the reaction product. (3) Given the reactants Br[C:2]1[C:3]([F:14])=[CH:4][CH:5]=[C:6]2[C:11]=1[N:10]([CH3:12])[C:9](=[O:13])[CH:8]=[CH:7]2.[CH2:15]([Sn](CCCC)(CCCC)CCCC)[CH:16]=[CH2:17].[F-].[Cs+], predict the reaction product. The product is: [F:14][C:3]1[C:2]([CH2:17][CH:16]=[CH2:15])=[C:11]2[C:6]([CH:7]=[CH:8][C:9](=[O:13])[N:10]2[CH3:12])=[CH:5][CH:4]=1. (4) The product is: [NH2:12][C:10]1[C:9]([CH3:15])=[C:4]([C:3]([F:16])=[C:2]([Br:1])[CH:11]=1)[C:5]([O:7][CH3:8])=[O:6]. Given the reactants [Br:1][C:2]1[C:3]([F:16])=[C:4]([C:9]([CH3:15])=[C:10]([N+:12]([O-])=O)[CH:11]=1)[C:5]([O:7][CH3:8])=[O:6].[Cl-].[NH4+].O, predict the reaction product.